This data is from Cav3 T-type calcium channel HTS with 100,875 compounds. The task is: Binary Classification. Given a drug SMILES string, predict its activity (active/inactive) in a high-throughput screening assay against a specified biological target. (1) The result is 0 (inactive). The compound is Brc1c(C(NC(=O)c2ccc(cc2)C)C)cc(OC)c(OC)c1. (2) The molecule is S=C(N1CCC(CC1)CCN1CCCC1=O)Nc1ccc(F)cc1. The result is 0 (inactive). (3) The compound is O(CC(=O)Nc1n(nc(C(C)(C)C)c1)c1ccccc1)C(=O)COC. The result is 0 (inactive). (4) The drug is O=C(N1CC(CCC1)c1ccccc1)c1cc2OCOc2cc1. The result is 0 (inactive). (5) The molecule is Clc1ccc(N2C(ON(C2=O)C)CC(O)=O)cc1. The result is 0 (inactive). (6) The molecule is Clc1c(/[nH]cc(c1)C(F)(F)F)=C(\N=O)c1c(Cl)cc(Cl)cc1. The result is 1 (active). (7) The molecule is O(c1nc(c2ccc(OC)cc2)ccc1c1nc(on1)C)C. The result is 0 (inactive). (8) The drug is S(=O)(=O)(NC(C)C)c1ccc(CCC(=O)N2CCN(CC2)c2ccc(OC)cc2)cc1. The result is 0 (inactive).